Dataset: TCR-epitope binding with 47,182 pairs between 192 epitopes and 23,139 TCRs. Task: Binary Classification. Given a T-cell receptor sequence (or CDR3 region) and an epitope sequence, predict whether binding occurs between them. (1) The epitope is KLFIRQEEV. Result: 0 (the TCR does not bind to the epitope). The TCR CDR3 sequence is CASSLFSGGDQPQHF. (2) The epitope is EIYKRWII. The TCR CDR3 sequence is CASSYQPGGSGELFF. Result: 1 (the TCR binds to the epitope).